From a dataset of Peptide-MHC class I binding affinity with 185,985 pairs from IEDB/IMGT. Regression. Given a peptide amino acid sequence and an MHC pseudo amino acid sequence, predict their binding affinity value. This is MHC class I binding data. (1) The binding affinity (normalized) is 0.154. The MHC is HLA-A33:01 with pseudo-sequence HLA-A33:01. The peptide sequence is STAWLCALGK. (2) The peptide sequence is ESDGKPQKV. The MHC is HLA-A30:02 with pseudo-sequence HLA-A30:02. The binding affinity (normalized) is 0. (3) The peptide sequence is DRLASTVIY. The MHC is HLA-A25:01 with pseudo-sequence HLA-A25:01. The binding affinity (normalized) is 0.0847.